From a dataset of Full USPTO retrosynthesis dataset with 1.9M reactions from patents (1976-2016). Predict the reactants needed to synthesize the given product. Given the product [Cl:33][C:30]1[CH:31]=[CH:32][C:27]([N:20]2[C:19]([CH:12]([CH:13]3[CH2:14][CH2:15][CH2:16][CH2:17][CH2:18]3)[CH2:11][O:10][C:7]3[CH:8]=[CH:9][C:4]([C:3]([OH:34])=[O:2])=[CH:5][N:6]=3)=[C:23]3[CH2:24][CH2:25][CH2:26][C:22]3=[N:21]2)=[CH:28][CH:29]=1, predict the reactants needed to synthesize it. The reactants are: C[O:2][C:3](=[O:34])[C:4]1[CH:9]=[CH:8][C:7]([O:10][CH2:11][CH:12]([C:19]2[N:20]([C:27]3[CH:32]=[CH:31][C:30]([Cl:33])=[CH:29][CH:28]=3)[N:21]=[C:22]3[CH2:26][CH2:25][CH2:24][C:23]=23)[CH:13]2[CH2:18][CH2:17][CH2:16][CH2:15][CH2:14]2)=[N:6][CH:5]=1.[OH-].[Na+].